The task is: Regression/Classification. Given a drug SMILES string, predict its absorption, distribution, metabolism, or excretion properties. Task type varies by dataset: regression for continuous measurements (e.g., permeability, clearance, half-life) or binary classification for categorical outcomes (e.g., BBB penetration, CYP inhibition). For this dataset (solubility_aqsoldb), we predict Y.. This data is from Aqueous solubility values for 9,982 compounds from the AqSolDB database. (1) The molecule is CC(C)Oc1cccc(NC(=O)c2ccccc2C(F)(F)F)c1. The Y is -4.69 log mol/L. (2) The compound is CCCCCCCCNC(=O)C(C)O. The Y is -2.28 log mol/L.